From a dataset of Full USPTO retrosynthesis dataset with 1.9M reactions from patents (1976-2016). Predict the reactants needed to synthesize the given product. Given the product [C:26]([O:30][C:31]([NH:33][CH2:34][CH2:35][CH2:36][C:37]([NH:2][C@H:3]1[CH2:20][CH2:19][C@@:18]2([CH3:21])[CH:5]([C:6](=[O:23])[CH2:7][C@@H:8]3[C@@H:17]2[CH2:16][CH2:15][C@@:13]2([CH3:14])[C@H:9]3[CH2:10][CH2:11][C:12]2=[O:22])[CH2:4]1)=[O:38])=[O:32])([CH3:29])([CH3:28])[CH3:27], predict the reactants needed to synthesize it. The reactants are: Cl.[NH2:2][C@H:3]1[CH2:20][CH2:19][C@@:18]2([CH3:21])[CH:5]([C:6](=[O:23])[CH2:7][C@@H:8]3[C@@H:17]2[CH2:16][CH2:15][C@@:13]2([CH3:14])[C@H:9]3[CH2:10][CH2:11][C:12]2=[O:22])[CH2:4]1.[OH-].[K+].[C:26]([O:30][C:31]([NH:33][CH2:34][CH2:35][CH2:36][C:37](O)=[O:38])=[O:32])([CH3:29])([CH3:28])[CH3:27].CCN=C=NCCCN(C)C.